From a dataset of Catalyst prediction with 721,799 reactions and 888 catalyst types from USPTO. Predict which catalyst facilitates the given reaction. (1) Reactant: [CH3:1][C:2]1[C:6](=[O:7])[O:5][CH:4]([O:8]/[CH:9]=[C:10]2\[CH:11]3[CH2:25][CH:24]=[CH:23][CH:12]3[N:13](C(OC(C)(C)C)=O)[C:14]\2=[O:15])[CH:3]=1.[Cl-].[Mg+2].[Cl-].C(Cl)Cl. Product: [CH3:1][C:2]1[C:6](=[O:7])[O:5][CH:4]([O:8]/[CH:9]=[C:10]2\[CH:11]3[CH2:25][CH:24]=[CH:23][CH:12]3[NH:13][C:14]\2=[O:15])[CH:3]=1. The catalyst class is: 10. (2) Reactant: [CH3:1][O:2][C:3]1[CH:4]=[C:5]2[C:10](=[CH:11][C:12]=1[O:13][CH3:14])[N:9]=[CH:8][CH:7]=[C:6]2[O:15][C:16]1[CH:22]=[CH:21][C:19]([NH2:20])=[C:18]([CH3:23])[C:17]=1[CH3:24].Cl[C:26](Cl)([O:28]C(=O)OC(Cl)(Cl)Cl)Cl.[CH3:37][CH2:38][CH:39]([OH:44])[CH2:40][CH2:41][CH2:42][CH3:43].C(=O)(O)[O-].[Na+]. Product: [CH3:1][O:2][C:3]1[CH:4]=[C:5]2[C:10](=[CH:11][C:12]=1[O:13][CH3:14])[N:9]=[CH:8][CH:7]=[C:6]2[O:15][C:16]1[CH:22]=[CH:21][C:19]([NH:20][C:26](=[O:28])[O:44][CH:39]([CH2:38][CH3:37])[CH2:40][CH2:41][CH2:42][CH3:43])=[C:18]([CH3:23])[C:17]=1[CH3:24]. The catalyst class is: 208.